This data is from NCI-60 drug combinations with 297,098 pairs across 59 cell lines. The task is: Regression. Given two drug SMILES strings and cell line genomic features, predict the synergy score measuring deviation from expected non-interaction effect. (1) Drug 1: C1=NC2=C(N1)C(=S)N=C(N2)N. Drug 2: CN(C(=O)NC(C=O)C(C(C(CO)O)O)O)N=O. Cell line: SNB-19. Synergy scores: CSS=2.72, Synergy_ZIP=-1.91, Synergy_Bliss=2.12, Synergy_Loewe=1.65, Synergy_HSA=1.82. (2) Drug 1: CN1C2=C(C=C(C=C2)N(CCCl)CCCl)N=C1CCCC(=O)O.Cl. Drug 2: CC(C)NC(=O)C1=CC=C(C=C1)CNNC.Cl. Cell line: OVCAR-4. Synergy scores: CSS=0.334, Synergy_ZIP=0.849, Synergy_Bliss=2.91, Synergy_Loewe=1.61, Synergy_HSA=1.73.